Dataset: NCI-60 drug combinations with 297,098 pairs across 59 cell lines. Task: Regression. Given two drug SMILES strings and cell line genomic features, predict the synergy score measuring deviation from expected non-interaction effect. (1) Cell line: PC-3. Drug 1: C1CCN(CC1)CCOC2=CC=C(C=C2)C(=O)C3=C(SC4=C3C=CC(=C4)O)C5=CC=C(C=C5)O. Synergy scores: CSS=48.8, Synergy_ZIP=23.5, Synergy_Bliss=24.0, Synergy_Loewe=-6.79, Synergy_HSA=22.6. Drug 2: CC1=C2C(C(=O)C3(C(CC4C(C3C(C(C2(C)C)(CC1OC(=O)C(C(C5=CC=CC=C5)NC(=O)OC(C)(C)C)O)O)OC(=O)C6=CC=CC=C6)(CO4)OC(=O)C)OC)C)OC. (2) Drug 1: CN(C)C1=NC(=NC(=N1)N(C)C)N(C)C. Drug 2: CC1C(C(CC(O1)OC2CC(CC3=C2C(=C4C(=C3O)C(=O)C5=CC=CC=C5C4=O)O)(C(=O)C)O)N)O. Cell line: HCC-2998. Synergy scores: CSS=60.9, Synergy_ZIP=-4.53, Synergy_Bliss=-0.748, Synergy_Loewe=-17.1, Synergy_HSA=-0.278. (3) Drug 1: C1=C(C(=O)NC(=O)N1)F. Drug 2: C1CC(=O)NC(=O)C1N2C(=O)C3=CC=CC=C3C2=O. Cell line: CAKI-1. Synergy scores: CSS=43.4, Synergy_ZIP=17.5, Synergy_Bliss=18.7, Synergy_Loewe=13.8, Synergy_HSA=18.8. (4) Drug 1: CCCS(=O)(=O)NC1=C(C(=C(C=C1)F)C(=O)C2=CNC3=C2C=C(C=N3)C4=CC=C(C=C4)Cl)F. Drug 2: C1C(C(OC1N2C=C(C(=O)NC2=O)F)CO)O. Cell line: SK-MEL-2. Synergy scores: CSS=24.0, Synergy_ZIP=5.94, Synergy_Bliss=9.27, Synergy_Loewe=0.272, Synergy_HSA=5.58. (5) Drug 1: CCCS(=O)(=O)NC1=C(C(=C(C=C1)F)C(=O)C2=CNC3=C2C=C(C=N3)C4=CC=C(C=C4)Cl)F. Drug 2: C1=C(C(=O)NC(=O)N1)N(CCCl)CCCl. Cell line: HS 578T. Synergy scores: CSS=27.9, Synergy_ZIP=11.5, Synergy_Bliss=16.1, Synergy_Loewe=7.70, Synergy_HSA=10.3. (6) Drug 1: C1=CC(=CC=C1CCC2=CNC3=C2C(=O)NC(=N3)N)C(=O)NC(CCC(=O)O)C(=O)O. Drug 2: B(C(CC(C)C)NC(=O)C(CC1=CC=CC=C1)NC(=O)C2=NC=CN=C2)(O)O. Cell line: HCT116. Synergy scores: CSS=30.4, Synergy_ZIP=1.86, Synergy_Bliss=-1.81, Synergy_Loewe=-1.16, Synergy_HSA=-0.828. (7) Drug 1: C1CCC(CC1)NC(=O)N(CCCl)N=O. Drug 2: CC1=C(C=C(C=C1)NC(=O)C2=CC=C(C=C2)CN3CCN(CC3)C)NC4=NC=CC(=N4)C5=CN=CC=C5. Cell line: NCIH23. Synergy scores: CSS=10.3, Synergy_ZIP=-0.527, Synergy_Bliss=2.43, Synergy_Loewe=2.93, Synergy_HSA=3.54. (8) Drug 1: C1=CN(C(=O)N=C1N)C2C(C(C(O2)CO)O)O.Cl. Drug 2: CCC(=C(C1=CC=CC=C1)C2=CC=C(C=C2)OCCN(C)C)C3=CC=CC=C3.C(C(=O)O)C(CC(=O)O)(C(=O)O)O. Cell line: TK-10. Synergy scores: CSS=24.5, Synergy_ZIP=3.40, Synergy_Bliss=9.47, Synergy_Loewe=1.38, Synergy_HSA=8.36. (9) Drug 1: CC12CCC(CC1=CCC3C2CCC4(C3CC=C4C5=CN=CC=C5)C)O. Drug 2: C1CC(C1)(C(=O)O)C(=O)O.[NH2-].[NH2-].[Pt+2]. Cell line: SK-MEL-28. Synergy scores: CSS=23.9, Synergy_ZIP=-2.14, Synergy_Bliss=4.56, Synergy_Loewe=2.92, Synergy_HSA=3.16. (10) Drug 1: CCCS(=O)(=O)NC1=C(C(=C(C=C1)F)C(=O)C2=CNC3=C2C=C(C=N3)C4=CC=C(C=C4)Cl)F. Drug 2: CC1OCC2C(O1)C(C(C(O2)OC3C4COC(=O)C4C(C5=CC6=C(C=C35)OCO6)C7=CC(=C(C(=C7)OC)O)OC)O)O. Cell line: OVCAR3. Synergy scores: CSS=31.7, Synergy_ZIP=-5.12, Synergy_Bliss=-0.156, Synergy_Loewe=-8.81, Synergy_HSA=-1.22.